Dataset: CYP3A4 inhibition data for predicting drug metabolism from PubChem BioAssay. Task: Regression/Classification. Given a drug SMILES string, predict its absorption, distribution, metabolism, or excretion properties. Task type varies by dataset: regression for continuous measurements (e.g., permeability, clearance, half-life) or binary classification for categorical outcomes (e.g., BBB penetration, CYP inhibition). Dataset: cyp3a4_veith. The drug is CCNc1ncc2nc(-c3ccccc3)c(=O)n(-c3ccc(OC)cc3)c2n1. The result is 1 (inhibitor).